This data is from M1 muscarinic receptor antagonist screen with 61,756 compounds. The task is: Binary Classification. Given a drug SMILES string, predict its activity (active/inactive) in a high-throughput screening assay against a specified biological target. The compound is Fc1ccc(CNC(=O)CN2CCN(C2=O)Cc2cc(ccc2)C)cc1. The result is 0 (inactive).